This data is from Full USPTO retrosynthesis dataset with 1.9M reactions from patents (1976-2016). The task is: Predict the reactants needed to synthesize the given product. (1) Given the product [CH3:11][C:5]([CH3:12])([CH2:6][CH2:7][CH2:8][CH:9]=[CH2:10])[C:4]([OH:13])=[O:3], predict the reactants needed to synthesize it. The reactants are: C([O:3][C:4](=[O:13])[C:5]([CH3:12])([CH3:11])[CH2:6][CH2:7][CH2:8][CH:9]=[CH2:10])C.[OH-].[Na+].Cl. (2) The reactants are: [F:1][C:2]1[CH:3]=[C:4]([NH2:28])[CH:5]=[CH:6][C:7]=1[O:8][C:9]1[CH:14]=[CH:13][N:12]=[C:11]2[CH:15]=[C:16]([C:18]#[C:19][CH2:20][N:21]3[CH2:26][CH2:25][N:24]([CH3:27])[CH2:23][CH2:22]3)[S:17][C:10]=12.[F:29][C:30]1[CH:35]=[CH:34][C:33]([N:36]2[CH:41]=[CH:40][CH:39]=[C:38]([C:42](O)=[O:43])[C:37]2=[O:45])=[CH:32][CH:31]=1.O=C1C(C(OC)=O)=CC=CO1.FC1C=CC(N)=CC=1. Given the product [F:1][C:2]1[CH:3]=[C:4]([NH:28][C:42]([C:38]2[C:37](=[O:45])[N:36]([C:33]3[CH:32]=[CH:31][C:30]([F:29])=[CH:35][CH:34]=3)[CH:41]=[CH:40][CH:39]=2)=[O:43])[CH:5]=[CH:6][C:7]=1[O:8][C:9]1[CH:14]=[CH:13][N:12]=[C:11]2[CH:15]=[C:16]([C:18]#[C:19][CH2:20][N:21]3[CH2:22][CH2:23][N:24]([CH3:27])[CH2:25][CH2:26]3)[S:17][C:10]=12, predict the reactants needed to synthesize it. (3) Given the product [Cl:12][C:3]1[CH:4]=[C:5]([CH:10]=[CH:11][C:2]=1[CH:13]1[CH2:15][CH2:14]1)[C:6]([O:8][CH3:9])=[O:7], predict the reactants needed to synthesize it. The reactants are: Br[C:2]1[CH:11]=[CH:10][C:5]([C:6]([O:8][CH3:9])=[O:7])=[CH:4][C:3]=1[Cl:12].[CH:13]1(B(O)O)[CH2:15][CH2:14]1. (4) Given the product [F:17][C:15]1[C:14]([C:18]#[C:19][C:20]([OH:23])([CH3:21])[CH3:22])=[CH:13][C:12]2[C:6]3[N:7]([C:24]([C:25]([NH:34][CH:32]4[CH2:33][N:30]([CH3:29])[CH2:31]4)=[O:26])=[C:4]([C:1]([NH2:2])=[O:3])[N:5]=3)[CH2:8][CH2:9][O:10][C:11]=2[CH:16]=1, predict the reactants needed to synthesize it. The reactants are: [C:1]([C:4]1[N:5]=[C:6]2[C:12]3[CH:13]=[C:14]([C:18]#[C:19][C:20]([OH:23])([CH3:22])[CH3:21])[C:15]([F:17])=[CH:16][C:11]=3[O:10][CH2:9][CH2:8][N:7]2[C:24]=1[C:25](O)=[O:26])(=[O:3])[NH2:2].Cl.[CH3:29][N:30]1[CH2:33][CH:32]([NH2:34])[CH2:31]1. (5) Given the product [F:46][C:45]([F:47])([F:48])[C:43]1[CH:44]=[C:39]([NH:12][NH:11][C:9](=[O:10])[CH:8]([N:5]2[CH2:4][CH2:3][N:2]([CH3:1])[CH2:7][CH2:6]2)[C:13]2[C:18]([CH3:19])=[CH:17][CH:16]=[CH:15][N:14]=2)[CH:40]=[C:41]([C:49]([F:50])([F:51])[F:52])[CH:42]=1, predict the reactants needed to synthesize it. The reactants are: [CH3:1][N:2]1[CH2:7][CH2:6][N:5]([CH:8]([C:13]2[C:18]([CH3:19])=[CH:17][CH:16]=[CH:15][N:14]=2)[C:9]([NH:11][NH2:12])=[O:10])[CH2:4][CH2:3]1.O1CCOCC1.CCCCCCCCCCCC.I[C:39]1[CH:44]=[C:43]([C:45]([F:48])([F:47])[F:46])[CH:42]=[C:41]([C:49]([F:52])([F:51])[F:50])[CH:40]=1.NC1(N)CCCCC1.C([O-])([O-])=O.[K+].[K+]. (6) The reactants are: [F:1][C:2]1[CH:3]=[CH:4][C:5]([C:8]([OH:10])=O)=[N:6][CH:7]=1.[C:11](Cl)(=O)C(Cl)=O.C[Si](C=[N+]=[N-])(C)C.[BrH:24]. Given the product [Br:24][CH2:11][C:8]([C:5]1[CH:4]=[CH:3][C:2]([F:1])=[CH:7][N:6]=1)=[O:10], predict the reactants needed to synthesize it. (7) Given the product [Cl:16][C:15]1[CH:14]=[C:13]([Cl:17])[CH:12]=[C:11]([Cl:18])[C:10]=1[C:9]([NH:8][C:6]1[CH:5]=[CH:4][N:3]=[C:2]([NH:1][C:23]([CH:20]2[CH2:22][CH2:21]2)=[O:24])[CH:7]=1)=[O:19], predict the reactants needed to synthesize it. The reactants are: [NH2:1][C:2]1[CH:7]=[C:6]([NH:8][C:9](=[O:19])[C:10]2[C:15]([Cl:16])=[CH:14][C:13]([Cl:17])=[CH:12][C:11]=2[Cl:18])[CH:5]=[CH:4][N:3]=1.[CH:20]1([C:23](Cl)=[O:24])[CH2:22][CH2:21]1. (8) Given the product [N:21]1([CH2:26][C:27]2[CH:32]=[CH:31][C:30]([CH2:33][CH2:34][NH:35][C:15]([C:12]3[CH:13]=[CH:14][C:9]([C:6]4[CH:5]=[CH:4][C:3]([O:2][CH3:1])=[CH:8][CH:7]=4)=[CH:10][C:11]=3[N+:18]([O-:20])=[O:19])=[O:17])=[CH:29][CH:28]=2)[CH2:25][CH2:24][CH2:23][CH2:22]1, predict the reactants needed to synthesize it. The reactants are: [CH3:1][O:2][C:3]1[CH:8]=[CH:7][C:6]([C:9]2[CH:14]=[CH:13][C:12]([C:15]([OH:17])=O)=[C:11]([N+:18]([O-:20])=[O:19])[CH:10]=2)=[CH:5][CH:4]=1.[N:21]1([CH2:26][C:27]2[CH:32]=[CH:31][C:30]([CH2:33][CH2:34][NH2:35])=[CH:29][CH:28]=2)[CH2:25][CH2:24][CH2:23][CH2:22]1.